Dataset: Merck oncology drug combination screen with 23,052 pairs across 39 cell lines. Task: Regression. Given two drug SMILES strings and cell line genomic features, predict the synergy score measuring deviation from expected non-interaction effect. (1) Drug 1: COC12C(COC(N)=O)C3=C(C(=O)C(C)=C(N)C3=O)N1CC1NC12. Drug 2: NC1(c2ccc(-c3nc4ccn5c(=O)[nH]nc5c4cc3-c3ccccc3)cc2)CCC1. Cell line: PA1. Synergy scores: synergy=18.3. (2) Drug 1: CC1(c2nc3c(C(N)=O)cccc3[nH]2)CCCN1. Drug 2: COC1=C2CC(C)CC(OC)C(O)C(C)C=C(C)C(OC(N)=O)C(OC)C=CC=C(C)C(=O)NC(=CC1=O)C2=O. Cell line: OV90. Synergy scores: synergy=-8.59. (3) Drug 1: COc1cc(C2c3cc4c(cc3C(OC3OC5COC(C)OC5C(O)C3O)C3COC(=O)C23)OCO4)cc(OC)c1O. Drug 2: Cn1cc(-c2cnn3c(N)c(Br)c(C4CCCNC4)nc23)cn1. Cell line: UWB1289. Synergy scores: synergy=2.63. (4) Drug 1: O=C(NOCC(O)CO)c1ccc(F)c(F)c1Nc1ccc(I)cc1F. Drug 2: COC1=C2CC(C)CC(OC)C(O)C(C)C=C(C)C(OC(N)=O)C(OC)C=CC=C(C)C(=O)NC(=CC1=O)C2=O. Cell line: SKOV3. Synergy scores: synergy=-0.260. (5) Drug 1: NC1(c2ccc(-c3nc4ccn5c(=O)[nH]nc5c4cc3-c3ccccc3)cc2)CCC1. Drug 2: CC1(c2nc3c(C(N)=O)cccc3[nH]2)CCCN1. Cell line: VCAP. Synergy scores: synergy=3.73. (6) Drug 1: CS(=O)(=O)CCNCc1ccc(-c2ccc3ncnc(Nc4ccc(OCc5cccc(F)c5)c(Cl)c4)c3c2)o1. Drug 2: CCc1cnn2c(NCc3ccc[n+]([O-])c3)cc(N3CCCCC3CCO)nc12. Cell line: A2780. Synergy scores: synergy=2.45. (7) Drug 1: COc1cc(C2c3cc4c(cc3C(OC3OC5COC(C)OC5C(O)C3O)C3COC(=O)C23)OCO4)cc(OC)c1O. Drug 2: CC1(c2nc3c(C(N)=O)cccc3[nH]2)CCCN1. Cell line: HT144. Synergy scores: synergy=0.551.